This data is from TCR-epitope binding with 47,182 pairs between 192 epitopes and 23,139 TCRs. The task is: Binary Classification. Given a T-cell receptor sequence (or CDR3 region) and an epitope sequence, predict whether binding occurs between them. (1) The epitope is RLRAEAQVK. The TCR CDR3 sequence is CASGSSGGAGYGYTF. Result: 1 (the TCR binds to the epitope). (2) The epitope is LLQTGIHVRVSQPSL. The TCR CDR3 sequence is CASSLGGEETQYF. Result: 1 (the TCR binds to the epitope). (3) The epitope is YVLDHLIVV. The TCR CDR3 sequence is CASSSGMRGTEAFF. Result: 0 (the TCR does not bind to the epitope). (4) The epitope is SQASSRSSSR. The TCR CDR3 sequence is CASSYGTGAYYEQYF. Result: 0 (the TCR does not bind to the epitope). (5) The TCR CDR3 sequence is CASSFSAAARHF. Result: 1 (the TCR binds to the epitope). The epitope is KAYNVTQAF. (6) The epitope is YIFFASFYY. The TCR CDR3 sequence is CASSEQGGYTF. Result: 1 (the TCR binds to the epitope).